This data is from TCR-epitope binding with 47,182 pairs between 192 epitopes and 23,139 TCRs. The task is: Binary Classification. Given a T-cell receptor sequence (or CDR3 region) and an epitope sequence, predict whether binding occurs between them. (1) The epitope is LLWNGPMAV. The TCR CDR3 sequence is CSAFRDFSYEQYF. Result: 1 (the TCR binds to the epitope). (2) The epitope is TPINLVRDL. The TCR CDR3 sequence is CATIAGGTTDTQYF. Result: 1 (the TCR binds to the epitope). (3) The epitope is KPLEFGATSAAL. The TCR CDR3 sequence is CATSDKSGGYLDEQFF. Result: 1 (the TCR binds to the epitope). (4) The epitope is TPGPGVRYPL. The TCR CDR3 sequence is CASRGTVLGGNTIYF. Result: 0 (the TCR does not bind to the epitope).